Dataset: Forward reaction prediction with 1.9M reactions from USPTO patents (1976-2016). Task: Predict the product of the given reaction. Given the reactants [CH2:1]([O:8][CH2:9][C@H:10]1[CH2:14][CH2:13][C@@H:12]([NH:15]C(=O)OC(C)(C)C)[CH2:11]1)[C:2]1[CH:7]=[CH:6][CH:5]=[CH:4][CH:3]=1.[ClH:23], predict the reaction product. The product is: [ClH:23].[CH2:1]([O:8][CH2:9][C@H:10]1[CH2:14][CH2:13][C@@H:12]([NH2:15])[CH2:11]1)[C:2]1[CH:7]=[CH:6][CH:5]=[CH:4][CH:3]=1.